This data is from Peptide-MHC class II binding affinity with 134,281 pairs from IEDB. The task is: Regression. Given a peptide amino acid sequence and an MHC pseudo amino acid sequence, predict their binding affinity value. This is MHC class II binding data. (1) The peptide sequence is EPIAAYHFDLSGIAF. The MHC is DRB1_1602 with pseudo-sequence DRB1_1602. The binding affinity (normalized) is 0.280. (2) The peptide sequence is GDNACKRTYSDRGWG. The MHC is DRB4_0103 with pseudo-sequence DRB4_0103. The binding affinity (normalized) is 0.504.